This data is from Catalyst prediction with 721,799 reactions and 888 catalyst types from USPTO. The task is: Predict which catalyst facilitates the given reaction. (1) Reactant: C([O-])=O.[Na+].[CH3:5][O:6][C:7]1[CH:54]=[CH:53][C:10]([C:11]([O:26][CH2:27][C@@:28]23[C@@H:34]([O:35]CC4C=CC=CC=4)[C@@H:31]([O:32][CH2:33]2)[C@H:30]([N:43]2[CH:51]=[N:50][C:49]4[C:48](=[O:52])[NH:47][CH:46]=[N:45][C:44]2=4)[O:29]3)([C:20]2[CH:25]=[CH:24][CH:23]=[CH:22][CH:21]=2)[C:12]2[CH:17]=[CH:16][C:15]([O:18][CH3:19])=[CH:14][CH:13]=2)=[CH:9][CH:8]=1. Product: [CH3:19][O:18][C:15]1[CH:16]=[CH:17][C:12]([C:11]([O:26][CH2:27][C@@:28]23[C@@H:34]([OH:35])[C@@H:31]([O:32][CH2:33]2)[C@H:30]([N:43]2[CH:51]=[N:50][C:49]4[C:48](=[O:52])[NH:47][CH:46]=[N:45][C:44]2=4)[O:29]3)([C:20]2[CH:21]=[CH:22][CH:23]=[CH:24][CH:25]=2)[C:10]2[CH:53]=[CH:54][C:7]([O:6][CH3:5])=[CH:8][CH:9]=2)=[CH:13][CH:14]=1. The catalyst class is: 886. (2) Reactant: [C:1]([NH:4][CH2:5][C:6]([O:8][CH2:9][CH3:10])=[O:7])(=[O:3])[CH3:2].CN1C=CN=C1.[CH3:17][C:18]1[CH:26]=[CH:25][CH:24]=[CH:23][C:19]=1[C:20](Cl)=[O:21].C(N(CCCC)CCCC)CCC. Product: [C:1]([NH:4][C@H:5]([C:6]([O:8][CH2:9][CH3:10])=[O:7])[C:20](=[O:21])[C:19]1[CH:23]=[CH:24][CH:25]=[CH:26][C:18]=1[CH3:17])(=[O:3])[CH3:2]. The catalyst class is: 528.